Dataset: Reaction yield outcomes from USPTO patents with 853,638 reactions. Task: Predict the reaction yield, written as a fraction of the theoretical maximum amount of product (1.0 means a 100% yield; for example, 0.34 means a 34% yield). The reactants are [OH:1][CH:2]([CH2:7][NH:8][C:9](=[O:31])[C:10]1[CH:15]=[CH:14][C:13]([O:16][CH3:17])=[C:12](/[CH:18]=[CH:19]/[C:20]2[CH:25]=[CH:24][C:23]([O:26][C:27]([F:30])([F:29])[F:28])=[CH:22][CH:21]=2)[CH:11]=1)[CH2:3][C:4](O)=[O:5].CN1CCOCC1.ClC(OCC)=O.B.[Li]. The catalyst is O1CCCC1.O. The product is [OH:1][CH:2]([CH2:3][CH2:4][OH:5])[CH2:7][NH:8][C:9](=[O:31])[C:10]1[CH:15]=[CH:14][C:13]([O:16][CH3:17])=[C:12](/[CH:18]=[CH:19]/[C:20]2[CH:25]=[CH:24][C:23]([O:26][C:27]([F:29])([F:30])[F:28])=[CH:22][CH:21]=2)[CH:11]=1. The yield is 0.780.